Dataset: Full USPTO retrosynthesis dataset with 1.9M reactions from patents (1976-2016). Task: Predict the reactants needed to synthesize the given product. (1) Given the product [CH3:1][O:2][C:3]1[CH:12]=[C:11]([CH:13]([CH3:15])[CH3:14])[C:10]([C:19]([F:24])([F:23])[C:18]([F:26])([F:25])[F:17])=[CH:9][C:4]=1[C:5]([O:7][CH3:8])=[O:6], predict the reactants needed to synthesize it. The reactants are: [CH3:1][O:2][C:3]1[CH:12]=[C:11]([CH:13]([CH3:15])[CH3:14])[C:10](I)=[CH:9][C:4]=1[C:5]([O:7][CH3:8])=[O:6].[F:17][C:18]([F:26])([F:25])[C:19]([F:24])([F:23])C([O-])=O.[K+]. (2) Given the product [CH3:25][O:26][C:27]1[CH:28]=[C:29]([C:2]2[N:7]3[N:8]=[C:9]([CH3:11])[CH:10]=[C:6]3[N:5]=[C:4]([NH:12][C:13](=[O:24])[C:14]3[CH:19]=[CH:18][C:17]([C:20]([OH:23])([CH3:22])[CH3:21])=[CH:16][CH:15]=3)[CH:3]=2)[CH:30]=[CH:31][C:32]=1[O:33][CH3:34], predict the reactants needed to synthesize it. The reactants are: Cl[C:2]1[N:7]2[N:8]=[C:9]([CH3:11])[CH:10]=[C:6]2[N:5]=[C:4]([NH:12][C:13](=[O:24])[C:14]2[CH:19]=[CH:18][C:17]([C:20]([OH:23])([CH3:22])[CH3:21])=[CH:16][CH:15]=2)[CH:3]=1.[CH3:25][O:26][C:27]1[CH:28]=[C:29](B(O)O)[CH:30]=[CH:31][C:32]=1[O:33][CH3:34].O1CCOCC1. (3) Given the product [N+:3]([C:6]1[CH:11]=[C:10]([N+:12]([O-:14])=[O:13])[CH:9]=[CH:8][C:7]=1[S:16][CH2:17][CH2:18][OH:19])([O-:5])=[O:4], predict the reactants needed to synthesize it. The reactants are: [F-].[K+].[N+:3]([C:6]1[CH:11]=[C:10]([N+:12]([O-:14])=[O:13])[CH:9]=[CH:8][C:7]=1Cl)([O-:5])=[O:4].[SH:16][CH2:17][CH2:18][OH:19].C(=O)([O-])[O-].[K+].[K+]. (4) Given the product [CH:1]([CH:4]1[NH:9][CH2:8][CH2:7][N:6]([C:10]2[N:15]=[N:14][C:13]([NH2:16])=[CH:12][CH:11]=2)[CH2:5]1)([CH3:3])[CH3:2], predict the reactants needed to synthesize it. The reactants are: [CH:1]([CH:4]1[NH:9][CH2:8][CH2:7][N:6]([C:10]2[N:15]=[N:14][C:13]([NH:16]CC3C=CC(OC)=CC=3)=[CH:12][CH:11]=2)[CH2:5]1)([CH3:3])[CH3:2].